Dataset: Retrosynthesis with 50K atom-mapped reactions and 10 reaction types from USPTO. Task: Predict the reactants needed to synthesize the given product. (1) Given the product O=C(Nc1cccc(S(=O)(=O)N2CCC[C@H]2CO)c1)c1cnn2c(C(F)(F)F)cc(-c3ccc(Cl)cc3)nc12, predict the reactants needed to synthesize it. The reactants are: Nc1cccc(S(=O)(=O)N2CCC[C@H]2CO)c1.O=C(O)c1cnn2c(C(F)(F)F)cc(-c3ccc(Cl)cc3)nc12. (2) Given the product CN(CC(=O)O)NC(=O)NCc1cccs1, predict the reactants needed to synthesize it. The reactants are: CCOC(=O)CN(C)NC(=O)NCc1cccs1. (3) Given the product Cc1ccc(-c2c(CC(=O)N3CCN4C(=O)COCC4C3)c(C)nc(CC(C)C)c2CNC(=O)OC(C)(C)C)cc1, predict the reactants needed to synthesize it. The reactants are: Cc1ccc(-c2c(CC(=O)O)c(C)nc(CC(C)C)c2CNC(=O)OC(C)(C)C)cc1.O=C1COCC2CNCCN12. (4) Given the product CCCCCCCCCCCCCCCCCC[SiH](C)C, predict the reactants needed to synthesize it. The reactants are: CCCCCCCCCCCCCCCCCC[Si](C)(C)Cl. (5) Given the product O=C(O)c1ccc2cc(C(=O)NOC(c3ccccc3)(c3ccccc3)c3ccccc3)sc2c1, predict the reactants needed to synthesize it. The reactants are: COC(=O)c1ccc2cc(C(=O)NOC(c3ccccc3)(c3ccccc3)c3ccccc3)sc2c1. (6) Given the product COc1ccc(-c2ccc(Cn3ccnc3)cn2)cc1OC, predict the reactants needed to synthesize it. The reactants are: Brc1ccc(Cn2ccnc2)cn1.COc1ccc(B(O)O)cc1OC. (7) Given the product C=CCN(C)S(=O)(=O)N(CC(=O)OCC)Cc1cccc(OCc2nc(-c3ccc(C(F)(F)F)cc3)oc2C)c1, predict the reactants needed to synthesize it. The reactants are: C=CCN(C)S(=O)(=O)Cl.CCOC(=O)CNCc1cccc(OCc2nc(-c3ccc(C(F)(F)F)cc3)oc2C)c1. (8) Given the product CCN1CCC(N(C)c2nc3cc(C(=O)O)ccc3nc2-c2ccc(F)cc2)CC1, predict the reactants needed to synthesize it. The reactants are: CCN1CCC(N(C)c2nc3cc(C(=O)OC)ccc3nc2-c2ccc(F)cc2)CC1. (9) Given the product O=C(C[N+]12CCC(CC1)[C@@H](OC(=O)C(c1ccc(Cl)cc1)N1CCCCC1)C2)c1ccccc1, predict the reactants needed to synthesize it. The reactants are: O=C(CBr)c1ccccc1.O=C(O[C@H]1CN2CCC1CC2)C(c1ccc(Cl)cc1)N1CCCCC1.